Dataset: Forward reaction prediction with 1.9M reactions from USPTO patents (1976-2016). Task: Predict the product of the given reaction. (1) Given the reactants Br[C:2]1[CH:21]=[CH:20][C:5]([CH2:6][C:7]2[C:11]3[CH:12]=[CH:13][CH:14]=[CH:15][C:10]=3[O:9][C:8]=2[CH2:16][CH2:17][CH2:18][CH3:19])=[CH:4][CH:3]=1.[B:22]1([B:22]2[O:26][C:25]([CH3:28])([CH3:27])[C:24]([CH3:30])([CH3:29])[O:23]2)[O:26][C:25]([CH3:28])([CH3:27])[C:24]([CH3:30])([CH3:29])[O:23]1.C([O-])(=O)C.[K+].C(Cl)Cl, predict the reaction product. The product is: [CH2:16]([C:8]1[O:9][C:10]2[CH:15]=[CH:14][CH:13]=[CH:12][C:11]=2[C:7]=1[CH2:6][C:5]1[CH:20]=[CH:21][C:2]([B:22]2[O:26][C:25]([CH3:28])([CH3:27])[C:24]([CH3:30])([CH3:29])[O:23]2)=[CH:3][CH:4]=1)[CH2:17][CH2:18][CH3:19]. (2) Given the reactants [C:1]1([S:7]([CH2:10][C:11]2[C:16]([C:17]([O:19][CH2:20]C)=[O:18])=[C:15]([OH:22])[C:14]([C:23]3[CH:27]=[CH:26][O:25][CH:24]=3)=[CH:13][CH:12]=2)(=[O:9])=[O:8])[CH:6]=[CH:5][CH:4]=[CH:3][CH:2]=1.BrC1C(O)=C(C(CS(C2C=CC=CC=2OC)(=O)=O)=CC=1)[C:32](OC)=[O:33].O1C=CC(B(O)O)=C1, predict the reaction product. The product is: [O:25]1[CH:26]=[CH:27][C:23]([C:14]2[C:15]([OH:22])=[C:16]([C:11]([CH2:10][S:7]([C:1]3[CH:2]=[CH:3][CH:4]=[CH:5][C:6]=3[O:33][CH3:32])(=[O:8])=[O:9])=[CH:12][CH:13]=2)[C:17]([O:19][CH3:20])=[O:18])=[CH:24]1. (3) Given the reactants Cl[C:2]1[CH:3]=[C:4]([C:14]([NH:16][CH2:17][C:18]2[C:19](=[O:26])[NH:20][C:21]([CH3:25])=[CH:22][C:23]=2[CH3:24])=[O:15])[C:5]2[CH:10]=[N:9][N:8]([CH:11]([CH3:13])[CH3:12])[C:6]=2[N:7]=1.C(O)C.[N:30]1(C(OC(C)(C)C)=O)[CH2:35][CH2:34][NH:33][CH2:32][CH2:31]1.N, predict the reaction product. The product is: [CH3:24][C:23]1[CH:22]=[C:21]([CH3:25])[NH:20][C:19](=[O:26])[C:18]=1[CH2:17][NH:16][C:14]([C:4]1[C:5]2[CH:10]=[N:9][N:8]([CH:11]([CH3:13])[CH3:12])[C:6]=2[N:7]=[C:2]([N:30]2[CH2:35][CH2:34][NH:33][CH2:32][CH2:31]2)[CH:3]=1)=[O:15]. (4) Given the reactants [NH2:1][C:2]1[CH:3]=[CH:4][C:5]2[O:9][N:8]=[C:7]([C:10]([NH:12][C:13]3[CH:25]=[CH:24][C:23]([C:26]#[N:27])=[CH:22][C:14]=3[C:15]([O:17]C(C)(C)C)=[O:16])=[O:11])[C:6]=2[CH:28]=1.[C:29](Cl)(=[O:36])[C:30]1[CH:35]=[CH:34][CH:33]=[CH:32][CH:31]=1, predict the reaction product. The product is: [C:29]([NH:1][C:2]1[CH:3]=[CH:4][C:5]2[O:9][N:8]=[C:7]([C:10]([NH:12][C:13]3[CH:25]=[CH:24][C:23]([C:26]#[N:27])=[CH:22][C:14]=3[C:15]([OH:17])=[O:16])=[O:11])[C:6]=2[CH:28]=1)(=[O:36])[C:30]1[CH:35]=[CH:34][CH:33]=[CH:32][CH:31]=1. (5) Given the reactants [NH2:1][C:2]1[N:7]=[C:6]([S:8]([CH3:10])=O)[C:5]([C:11]#[N:12])=[C:4]([N:13]2[CH:17]=[C:16]([CH3:18])[CH:15]=[N:14]2)[N:3]=1.SC[CH2:21][C:22]1[CH:27]=[CH:26][CH:25]=[CH:24][N:23]=1.C1CCN2C(=NCCC2)CC1, predict the reaction product. The product is: [NH2:1][C:2]1[N:3]=[C:4]([N:13]2[CH:17]=[C:16]([CH3:18])[CH:15]=[N:14]2)[C:5]([C:11]#[N:12])=[C:6]([S:8][CH2:10][CH2:21][C:22]2[CH:27]=[CH:26][CH:25]=[CH:24][N:23]=2)[N:7]=1.